This data is from Full USPTO retrosynthesis dataset with 1.9M reactions from patents (1976-2016). The task is: Predict the reactants needed to synthesize the given product. (1) Given the product [C:5]1([S:11][CH2:19][CH2:18][CH2:17][CH2:16][OH:15])[CH:10]=[CH:9][CH:8]=[CH:7][CH:6]=1, predict the reactants needed to synthesize it. The reactants are: [O-]CC.[Na+].[C:5]1([SH:11])[CH:10]=[CH:9][CH:8]=[CH:7][CH:6]=1.C([O:15][CH2:16][CH2:17][CH2:18][CH2:19]Cl)(=O)C.[OH-].[K+]. (2) Given the product [Cl:30][CH2:29][CH2:28][CH2:27][CH2:26][C:25]1[N:24]([CH3:31])[N:23]=[C:22]2[C:21]=1[C:4]1[CH:5]=[CH:6][CH:7]=[CH:8][C:3]=1[N:2]=[C:32]2[NH2:33], predict the reactants needed to synthesize it. The reactants are: Cl.[NH2:2][C:3]1[CH:8]=[CH:7][CH:6]=[CH:5][C:4]=1B(O)O.P([O-])([O-])([O-])=O.[K+].[K+].[K+].Br[C:21]1[C:22]([C:32]#[N:33])=[N:23][N:24]([CH3:31])[C:25]=1[CH2:26][CH2:27][CH2:28][CH2:29][Cl:30]. (3) Given the product [Br:27][C:5]1[C:6]([N:11]2[CH2:16][CH2:15][N:14]([CH2:17][C:18]([NH:20][C:21]3[CH:26]=[CH:25][CH:24]=[CH:23][CH:22]=3)=[O:19])[CH2:13][CH2:12]2)=[C:7]2[N:8]=[C:34]([C:33]3[CH:36]=[CH:37][C:30]([N:29]([CH3:38])[CH3:28])=[CH:31][CH:32]=3)[NH:1][C:2]2=[N:3][CH:4]=1, predict the reactants needed to synthesize it. The reactants are: [NH2:1][C:2]1[C:7]([N+:8]([O-])=O)=[C:6]([N:11]2[CH2:16][CH2:15][N:14]([CH2:17][C:18]([NH:20][C:21]3[CH:26]=[CH:25][CH:24]=[CH:23][CH:22]=3)=[O:19])[CH2:13][CH2:12]2)[C:5]([Br:27])=[CH:4][N:3]=1.[CH3:28][N:29]([CH3:38])[C:30]1[CH:37]=[CH:36][C:33]([CH:34]=O)=[CH:32][CH:31]=1.[O-]S(S([O-])=O)=O.[Na+].[Na+]. (4) The reactants are: [N:1]1([C:7]2[CH:12]=[CH:11][C:10]([NH:13][C:14]([C:16]3[CH:17]=[C:18]([CH:26]=[CH:27][CH:28]=3)[CH2:19][S:20][CH2:21][CH2:22][C:23]([OH:25])=[O:24])=[O:15])=[C:9]([C:29]3[CH:34]=[C:33]([NH:35][CH2:36]C4C=CC=C(C(F)(F)F)C=4)[CH:32]=[CH:31][N:30]=3)[CH:8]=2)[CH2:6][CH2:5][CH2:4][CH2:3][CH2:2]1.[F:47][C:48]([F:58])([F:57])[C:49]1[CH:50]=[C:51]([CH:54]=[CH:55][CH:56]=1)[CH2:52]N. Given the product [N:1]1([C:7]2[CH:12]=[CH:11][C:10]([NH:13][C:14]([C:16]3[CH:17]=[C:18]([CH:26]=[CH:27][CH:28]=3)[CH2:19][S:20][CH2:21][CH2:22][C:23]([OH:25])=[O:24])=[O:15])=[C:9]([C:29]3[CH:34]=[C:33]([NH:35][CH2:36][CH2:52][C:51]4[CH:54]=[CH:55][CH:56]=[C:49]([C:48]([F:58])([F:57])[F:47])[CH:50]=4)[CH:32]=[CH:31][N:30]=3)[CH:8]=2)[CH2:6][CH2:5][CH2:4][CH2:3][CH2:2]1, predict the reactants needed to synthesize it. (5) Given the product [CH:23]([S:20]([N:17]1[CH2:16][CH2:15][N:14]([C:11]2[C:12]3[O:13][C:5]([CH:4]=[O:3])=[CH:6][C:7]=3[CH:8]=[N:9][CH:10]=2)[CH2:19][CH2:18]1)(=[O:21])=[O:22])([CH3:25])[CH3:24], predict the reactants needed to synthesize it. The reactants are: C([O:3][CH:4](OCC)[C:5]1[O:13][C:12]2[C:11]([N:14]3[CH2:19][CH2:18][N:17]([S:20]([CH:23]([CH3:25])[CH3:24])(=[O:22])=[O:21])[CH2:16][CH2:15]3)=[CH:10][N:9]=[CH:8][C:7]=2[CH:6]=1)C.Cl.C(=O)(O)[O-].[Na+]. (6) Given the product [Br:26][C:20]1[CH:21]=[CH:22][C:23]([Br:25])=[CH:24][C:19]=1[S:16]([NH:15][C@H:13]1[CH2:12][N:11]([C:27]([O:29][C:30]([CH3:32])([CH3:33])[CH3:31])=[O:28])[C@@H:10]([CH2:9][O:8][C:6]([N:1]([CH2:5][CH3:4])[CH3:2])=[O:7])[CH2:14]1)(=[O:17])=[O:18], predict the reactants needed to synthesize it. The reactants are: [N:1]1([C:6]([O:8][CH2:9][C@H:10]2[CH2:14][C@@H:13]([NH:15][S:16]([C:19]3[CH:24]=[C:23]([Br:25])[CH:22]=[CH:21][C:20]=3[Br:26])(=[O:18])=[O:17])[CH2:12][N:11]2[C:27]([O:29][C:30]([CH3:33])([CH3:32])[CH3:31])=[O:28])=[O:7])[CH:5]=[CH:4]N=[CH:2]1.CNCC. (7) Given the product [C:1]([O:5][C:6]([N:8]1[CH2:9][CH2:10][C:11]([C:14]2[CH:19]=[C:18]([F:20])[CH:17]=[CH:16][C:15]=2[S:21][C:26]2[CH:27]=[CH:28][CH:29]=[C:24]([Cl:23])[CH:25]=2)([OH:22])[CH2:12][CH2:13]1)=[O:7])([CH3:4])([CH3:2])[CH3:3], predict the reactants needed to synthesize it. The reactants are: [C:1]([O:5][C:6]([N:8]1[CH2:13][CH2:12][C:11]([OH:22])([C:14]2[CH:19]=[C:18]([F:20])[CH:17]=[CH:16][C:15]=2[SH:21])[CH2:10][CH2:9]1)=[O:7])([CH3:4])([CH3:3])[CH3:2].[Cl:23][C:24]1[CH:29]=[CH:28][CH:27]=[C:26](I)[CH:25]=1. (8) The reactants are: C1C2C(COC(=O)[NH:17][C:18]([NH:20][C@@:21]3([C:30]4[CH:35]=[CH:34][CH:33]=[CH:32][C:31]=4[F:36])[CH2:25][C@H:24]([O:26][CH3:27])[CH2:23][C@H:22]3[CH2:28]O)=[S:19])C3C(=CC=CC=3)C=2C=CC=1. Given the product [F:36][C:31]1[CH:32]=[CH:33][CH:34]=[CH:35][C:30]=1[C@:21]12[CH2:25][C@@H:24]([O:26][CH3:27])[CH2:23][C@H:22]1[CH2:28][S:19][C:18]([NH2:17])=[N:20]2, predict the reactants needed to synthesize it. (9) Given the product [CH3:1][C:2]1[N:3]([CH2:12][CH2:13][OH:14])[C:4]2[C:9]([C:10]=1[CH3:11])=[CH:8][CH:7]=[CH:6][CH:5]=2, predict the reactants needed to synthesize it. The reactants are: [CH3:1][C:2]1[N:3]([CH2:12][CH2:13][O:14]CC2C=CC=CC=2)[C:4]2[C:9]([C:10]=1[CH3:11])=[CH:8][CH:7]=[CH:6][CH:5]=2.OCC1(OC[C@@H](O)[C@@H](O)[C@H]1O)O. (10) Given the product [C:25]([C:29]1[CH:30]=[CH:31][C:32]([C:35]([NH:24][CH2:23][C:3]2[CH:4]=[CH:5][C:6]([C:8]3[CH:13]=[CH:12][N:11]=[C:10]4[NH:14][C:15]([C:17]5[CH:18]=[N:19][N:20]([CH3:22])[CH:21]=5)=[N:16][C:9]=34)=[CH:7][C:2]=2[F:1])=[O:36])=[N:33][CH:34]=1)([CH3:28])([CH3:26])[CH3:27], predict the reactants needed to synthesize it. The reactants are: [F:1][C:2]1[CH:7]=[C:6]([C:8]2[CH:13]=[CH:12][N:11]=[C:10]3[NH:14][C:15]([C:17]4[CH:18]=[N:19][N:20]([CH3:22])[CH:21]=4)=[N:16][C:9]=23)[CH:5]=[CH:4][C:3]=1[CH2:23][NH2:24].[C:25]([C:29]1[CH:30]=[CH:31][C:32]([C:35](O)=[O:36])=[N:33][CH:34]=1)([CH3:28])([CH3:27])[CH3:26].CN(C(ON1N=NC2C=CC=NC1=2)=[N+](C)C)C.F[P-](F)(F)(F)(F)F.CCN(C(C)C)C(C)C.